Dataset: Reaction yield outcomes from USPTO patents with 853,638 reactions. Task: Predict the reaction yield, written as a fraction of the theoretical maximum amount of product (1.0 means a 100% yield; for example, 0.34 means a 34% yield). (1) The reactants are [C:1](=[O:4])([O-])[O-].[K+].[K+].[Cl:7][C:8]1[CH:13]=[CH:12][C:11](O)=[CH:10][N:9]=1.CI.CN(C)C=O. The catalyst is C(OCC)(=O)C. The product is [Cl:7][C:8]1[CH:13]=[CH:12][C:11]([O:4][CH3:1])=[CH:10][N:9]=1. The yield is 0.840. (2) The reactants are FC1C=CC(CNC)=CC=1.[CH3:11][NH:12][CH2:13][C:14]1[CH:19]=[CH:18][N:17]=[CH:16][CH:15]=1.[F:20][C:21]1[CH:43]=[CH:42][C:24]([CH2:25][NH:26][C:27]([C:29]2[S:33][C:32]([C:34]3[CH:39]=[N:38][CH:37]=[C:36](I)[N:35]=3)=[N:31][C:30]=2[CH3:41])=[O:28])=[CH:23][CH:22]=1. No catalyst specified. The product is [F:20][C:21]1[CH:43]=[CH:42][C:24]([CH2:25][NH:26][C:27]([C:29]2[S:33][C:32]([C:34]3[CH:39]=[N:38][CH:37]=[C:36]([N:12]([CH3:11])[CH2:13][C:14]4[CH:19]=[CH:18][N:17]=[CH:16][CH:15]=4)[N:35]=3)=[N:31][C:30]=2[CH3:41])=[O:28])=[CH:23][CH:22]=1. The yield is 0.780.